This data is from Catalyst prediction with 721,799 reactions and 888 catalyst types from USPTO. The task is: Predict which catalyst facilitates the given reaction. (1) Reactant: [CH3:1][N:2]1[C:6]([C:7]([NH:9][C:10]2[CH:11]=[C:12]([CH:29]=[CH:30][CH:31]=2)[O:13][C:14]2[CH:15]=[CH:16][C:17]([NH:20][C:21]([NH:23]C(=O)OCC)=S)=[N:18][CH:19]=2)=[O:8])=[CH:5][C:4]([CH3:32])=[N:3]1.[Cl-].O[NH3+].C([N:39](CC)C(C)C)(C)C.C(O)C. Product: [NH2:23][C:21]1[N:20]=[C:17]2[CH:16]=[CH:15][C:14]([O:13][C:12]3[CH:11]=[C:10]([NH:9][C:7]([C:6]4[N:2]([CH3:1])[N:3]=[C:4]([CH3:32])[CH:5]=4)=[O:8])[CH:31]=[CH:30][CH:29]=3)=[CH:19][N:18]2[N:39]=1. The catalyst class is: 72. (2) Reactant: [CH2:1]([O:8][C:9]1[CH:14]=[C:13]([O:15][CH2:16][C:17]2[CH:22]=[CH:21][CH:20]=[CH:19][CH:18]=2)[C:12]([CH:23]([CH3:25])[CH3:24])=[CH:11][C:10]=1[C:26]1[O:30][N:29]=[C:28]([C:31]([NH:33][CH2:34][CH3:35])=[O:32])[C:27]=1[C:36]1[O:40][N:39]=[C:38]([CH2:41][OH:42])[CH:37]=1)[C:2]1[CH:7]=[CH:6][CH:5]=[CH:4][CH:3]=1.C1C=C[NH+]=CC=1.[O-][Cr](Cl)(=O)=O. Product: [CH2:1]([O:8][C:9]1[CH:14]=[C:13]([O:15][CH2:16][C:17]2[CH:18]=[CH:19][CH:20]=[CH:21][CH:22]=2)[C:12]([CH:23]([CH3:25])[CH3:24])=[CH:11][C:10]=1[C:26]1[O:30][N:29]=[C:28]([C:31]([NH:33][CH2:34][CH3:35])=[O:32])[C:27]=1[C:36]1[O:40][N:39]=[C:38]([CH:41]=[O:42])[CH:37]=1)[C:2]1[CH:3]=[CH:4][CH:5]=[CH:6][CH:7]=1. The catalyst class is: 2. (3) Reactant: [Si]([O:8][CH2:9][CH2:10][O:11][C:12]1[CH:21]=[C:20]2[C:15]([C:16]([NH:27][C:28]3[CH:33]=[CH:32][C:31]([F:34])=[CH:30][C:29]=3[F:35])=[C:17]([C:22](OCC)=[O:23])[CH:18]=[N:19]2)=[CH:14][C:13]=1[N:36]1[CH2:41][CH2:40][N:39]([CH3:42])[CH2:38][CH2:37]1)(C(C)(C)C)(C)C.C([NH2:45])=O.C[O-].[Na+].CO. Product: [F:35][C:29]1[CH:30]=[C:31]([F:34])[CH:32]=[CH:33][C:28]=1[NH:27][C:16]1[C:15]2[C:20](=[CH:21][C:12]([O:11][CH2:10][CH2:9][OH:8])=[C:13]([N:36]3[CH2:37][CH2:38][N:39]([CH3:42])[CH2:40][CH2:41]3)[CH:14]=2)[N:19]=[CH:18][C:17]=1[C:22]([NH2:45])=[O:23]. The catalyst class is: 18. (4) Reactant: [H-].[Na+].[OH:3][NH:4][C:5](=[NH:7])[CH3:6].C(O[C:11]([C:13]1[N:14]=[CH:15][N:16]([C:18]2[CH:23]=[CH:22][CH:21]=[C:20]([Br:24])[CH:19]=2)[CH:17]=1)=O)C. Product: [Br:24][C:20]1[CH:19]=[C:18]([N:16]2[CH:17]=[C:13]([C:11]3[O:3][N:4]=[C:5]([CH3:6])[N:7]=3)[N:14]=[CH:15]2)[CH:23]=[CH:22][CH:21]=1. The catalyst class is: 1. (5) Reactant: OO.O.[PH2]([O-])=O.[Na+].[C:8]([OH:12])(=[O:11])[CH:9]=[CH2:10].[OH:13][CH2:14][CH2:15][O:16][C:17](=[O:20])[CH:18]=[CH2:19].C(O)[C@@H](O)[C@H]1OC(=O)C(O)=C1O. The catalyst class is: 150. Product: [C:8]([OH:12])(=[O:11])[CH:9]=[CH2:10].[OH:13][CH2:14][CH2:15][O:16][C:17](=[O:20])[CH:18]=[CH2:19]. (6) Reactant: [C:1](=[NH:21])([O:3][CH2:4][CH2:5][C:6]1[CH:11]=[CH:10][C:9]([O:12][C:13]2[CH:18]=[CH:17][C:16]([CH3:19])=[C:15]([Cl:20])[CH:14]=2)=[CH:8][CH:7]=1)[NH2:2].[CH:22]([CH:24]([CH2:29][C:30]1[CH:31]=[N:32][C:33]([O:36][CH3:37])=[N:34][CH:35]=1)[C:25](OC)=O)=[O:23].C([O-])([O-])=O.[K+].[K+]. Product: [Cl:20][C:15]1[CH:14]=[C:13]([O:12][C:9]2[CH:8]=[CH:7][C:6]([CH2:5][CH2:4][O:3][C:1]3[NH:2][CH:25]=[C:24]([CH2:29][C:30]4[CH:31]=[N:32][C:33]([O:36][CH3:37])=[N:34][CH:35]=4)[C:22](=[O:23])[N:21]=3)=[CH:11][CH:10]=2)[CH:18]=[CH:17][C:16]=1[CH3:19]. The catalyst class is: 37.